From a dataset of Forward reaction prediction with 1.9M reactions from USPTO patents (1976-2016). Predict the product of the given reaction. (1) Given the reactants [Br:1][C:2]1[CH:15]=[C:14]2[C:5]([O:6][CH2:7][CH2:8][N:9]3[C:13]2=[N:12][C:11](I)=[CH:10]3)=[CH:4][C:3]=1[F:17].Cl.C(N)(=N)C.[CH2:23]([N:25](CC)[CH2:26]C)[CH3:24].N#N.C1(P(C2C=CC=CC=2)C2C3OC4C(=CC=CC=4P(C4C=CC=CC=4)C4C=CC=CC=4)C(C)(C)C=3C=CC=2)C=CC=CC=1.Cl.[CH:75]([NH:78][NH2:79])([CH3:77])[CH3:76], predict the reaction product. The product is: [Br:1][C:2]1[CH:15]=[C:14]2[C:5]([O:6][CH2:7][CH2:8][N:9]3[C:13]2=[N:12][C:11]([C:26]2[N:78]([CH:75]([CH3:77])[CH3:76])[N:79]=[C:23]([CH3:24])[N:25]=2)=[CH:10]3)=[CH:4][C:3]=1[F:17]. (2) Given the reactants [CH3:1][N:2]([CH3:25])[CH2:3][CH2:4][CH2:5]OC1C=CC(C2SC(NC3C=CC=CC=3)=NC=2)=CC=1.[S:26]1[CH:30]=[CH:29][C:28]([C:31]2[S:35][C:34]([NH:36][C:37]3[CH:42]=[CH:41][C:40]([OH:43])=[CH:39][CH:38]=3)=[N:33][CH:32]=2)=[CH:27]1, predict the reaction product. The product is: [CH3:1][N:2]([CH3:25])[CH2:3][CH2:4][CH2:5][O:43][C:40]1[CH:41]=[CH:42][C:37]([NH:36][C:34]2[S:35][C:31]([C:28]3[CH:29]=[CH:30][S:26][CH:27]=3)=[CH:32][N:33]=2)=[CH:38][CH:39]=1. (3) The product is: [Cl:22][C:20]1[CH:19]=[CH:18][C:17]2[O:23][C:1]([C:3]3[CH:12]=[CH:11][C:10]4[C:5](=[CH:6][CH:7]=[C:8]([O:13][CH3:14])[CH:9]=4)[CH:4]=3)=[CH:2][C:16]=2[CH:21]=1. Given the reactants [C:1]([C:3]1[CH:12]=[CH:11][C:10]2[C:5](=[CH:6][CH:7]=[C:8]([O:13][CH3:14])[CH:9]=2)[CH:4]=1)#[CH:2].Br[C:16]1[CH:21]=[C:20]([Cl:22])[CH:19]=[CH:18][C:17]=1[OH:23], predict the reaction product. (4) Given the reactants [Cl:1][C:2]1[CH:3]=[CH:4][C:5]([C:27]#[N:28])=[C:6]([C:8]2[C:13]([O:14][CH3:15])=[CH:12][N:11]([CH:16]([CH2:20][C:21]3[O:25][CH:24]=[N:23][CH:22]=3)[C:17](O)=[O:18])[C:10](=[O:26])[CH:9]=2)[CH:7]=1.[N:29]1[CH:30]=[CH:31][N:32]2[CH:37]=[C:36]([NH2:38])[CH:35]=[CH:34][C:33]=12, predict the reaction product. The product is: [Cl:1][C:2]1[CH:3]=[CH:4][C:5]([C:27]#[N:28])=[C:6]([C:8]2[C:13]([O:14][CH3:15])=[CH:12][N:11]([CH:16]([CH2:20][C:21]3[O:25][CH:24]=[N:23][CH:22]=3)[C:17]([NH:38][C:36]3[CH:35]=[CH:34][C:33]4[N:32]([CH:31]=[CH:30][N:29]=4)[CH:37]=3)=[O:18])[C:10](=[O:26])[CH:9]=2)[CH:7]=1. (5) Given the reactants [NH2:1][CH2:2][C:3]1[C:4]([NH:16][CH:17]2[CH2:22][CH2:21][N:20]([C:23]([NH2:25])=[O:24])[CH2:19][CH2:18]2)=[C:5]2[CH:13]=[N:12][N:11]([CH2:14][CH3:15])[C:6]2=[N:7][C:8]=1[CH2:9][CH3:10].C(N(CC)CC)C.[Br:33][CH2:34][CH2:35][CH2:36][CH2:37][CH2:38][CH2:39][CH2:40][C:41](Cl)=[O:42].O, predict the reaction product. The product is: [Br:33][CH2:34][CH2:35][CH2:36][CH2:37][CH2:38][CH2:39][CH2:40][C:41]([NH:1][CH2:2][C:3]1[C:4]([NH:16][CH:17]2[CH2:22][CH2:21][N:20]([C:23]([NH2:25])=[O:24])[CH2:19][CH2:18]2)=[C:5]2[CH:13]=[N:12][N:11]([CH2:14][CH3:15])[C:6]2=[N:7][C:8]=1[CH2:9][CH3:10])=[O:42]. (6) Given the reactants [C:1]([OH:5])(=O)[CH:2]=[CH2:3].CN1CCOCC1.ClC(OCC(C)C)=O.[C:21]([O:25][C:26](=[O:35])[NH:27][C:28]1[CH:33]=[CH:32][CH:31]=[CH:30][C:29]=1[NH2:34])([CH3:24])([CH3:23])[CH3:22], predict the reaction product. The product is: [C:21]([O:25][C:26](=[O:35])[NH:27][C:28]1[CH:33]=[CH:32][CH:31]=[CH:30][C:29]=1[NH:34][C:1](=[O:5])[CH:2]=[CH2:3])([CH3:24])([CH3:22])[CH3:23]. (7) Given the reactants [Cl:1][C:2]1[CH:7]=[CH:6][C:5]([C:8]([CH:29]2[CH2:31][CH2:30]2)=[C:9]([F:28])[CH:10]=[C:11]([C:14]2[CH:19]=[CH:18][C:17]([F:20])=[C:16]([O:21][C:22]3[CH:27]=[CH:26][CH:25]=[CH:24][CH:23]=3)[CH:15]=2)[C:12]#[N:13])=[CH:4][CH:3]=1.[Mg], predict the reaction product. The product is: [Cl:1][C:2]1[CH:7]=[CH:6][C:5]([CH:8]([CH:29]2[CH2:31][CH2:30]2)[C:9]([F:28])=[CH:10][CH:11]([C:14]2[CH:19]=[CH:18][C:17]([F:20])=[C:16]([O:21][C:22]3[CH:23]=[CH:24][CH:25]=[CH:26][CH:27]=3)[CH:15]=2)[C:12]#[N:13])=[CH:4][CH:3]=1. (8) Given the reactants S(Br)([Br:3])=O.[C:5]([OH:15])(=O)[C:6]1[NH:13][C:11](=[O:12])[NH:10][C:8](=[O:9])[CH:7]=1, predict the reaction product. The product is: [C:5]([Br:3])(=[O:15])[C:6]1[NH:13][C:11](=[O:12])[NH:10][C:8](=[O:9])[CH:7]=1. (9) Given the reactants [NH2:1][C:2]1[N:6]([CH3:7])[C:5](=[O:8])[C:4]([C:20]2[CH:25]=[CH:24][C:23]([O:26][CH:27]([F:29])[F:28])=[CH:22][CH:21]=2)([C:9]2[CH:14]=[CH:13][CH:12]=[C:11]([C:15]#[C:16][CH2:17][O:18][CH3:19])[CH:10]=2)[N:3]=1, predict the reaction product. The product is: [NH2:1][C:2]1[N:6]([CH3:7])[C:5](=[O:8])[C:4]([C:20]2[CH:21]=[CH:22][C:23]([O:26][CH:27]([F:29])[F:28])=[CH:24][CH:25]=2)([C:9]2[CH:14]=[CH:13][CH:12]=[C:11]([CH2:15][CH2:16][CH2:17][O:18][CH3:19])[CH:10]=2)[N:3]=1.